Dataset: Forward reaction prediction with 1.9M reactions from USPTO patents (1976-2016). Task: Predict the product of the given reaction. (1) Given the reactants [C:9](O[C:9]([O:11][C:12]([CH3:15])([CH3:14])[CH3:13])=[O:10])([O:11][C:12]([CH3:15])([CH3:14])[CH3:13])=[O:10].[CH2:16]([NH:23][S:24]([CH2:27][CH2:28][CH2:29][Cl:30])(=[O:26])=[O:25])[C:17]1[CH:22]=[CH:21][CH:20]=[CH:19][CH:18]=1, predict the reaction product. The product is: [CH2:16]([N:23]([S:24]([CH2:27][CH2:28][CH2:29][Cl:30])(=[O:26])=[O:25])[C:9](=[O:10])[O:11][C:12]([CH3:13])([CH3:14])[CH3:15])[C:17]1[CH:18]=[CH:19][CH:20]=[CH:21][CH:22]=1. (2) Given the reactants C[Al](C)C.[N:5]1[CH:10]=[CH:9][CH:8]=[CH:7][C:6]=1[NH2:11].[Si:12]([O:19][CH:20]1[CH2:23][N:22]([CH2:24][C@H:25]([OH:30])[C:26](OC)=[O:27])[CH2:21]1)([C:15]([CH3:18])([CH3:17])[CH3:16])([CH3:14])[CH3:13].[C@H](O)(C([O-])=O)[C@@H](O)C([O-])=O.[Na+].[K+], predict the reaction product. The product is: [Si:12]([O:19][CH:20]1[CH2:23][N:22]([CH2:24][C@H:25]([OH:30])[C:26]([NH:11][C:6]2[CH:7]=[CH:8][CH:9]=[CH:10][N:5]=2)=[O:27])[CH2:21]1)([C:15]([CH3:18])([CH3:17])[CH3:16])([CH3:14])[CH3:13]. (3) The product is: [CH2:1]([O:8][C:9]1[CH:10]=[CH:11][C:12]([O:16][CH3:17])=[C:13]([NH:14][C:27](=[O:29])[CH3:28])[CH:15]=1)[C:2]1[CH:3]=[CH:4][CH:5]=[CH:6][CH:7]=1. Given the reactants [CH2:1]([O:8][C:9]1[CH:10]=[CH:11][C:12]([O:16][CH3:17])=[C:13]([CH:15]=1)[NH2:14])[C:2]1[CH:7]=[CH:6][CH:5]=[CH:4][CH:3]=1.CCN(C(C)C)C(C)C.[C:27](OC(=O)C)(=[O:29])[CH3:28], predict the reaction product. (4) Given the reactants C[O-].[Na+].[C:4]([O:12][CH3:13])(=[O:11])[CH2:5][CH2:6][C:7]([O:9]C)=[O:8].[CH2:14]([N:21]1[C:25]([CH:26]=O)=[CH:24][N:23]=[C:22]1[CH2:28][CH3:29])[C:15]1[CH:20]=[CH:19][CH:18]=[CH:17][CH:16]=1, predict the reaction product. The product is: [CH2:14]([N:21]1[C:25](/[CH:26]=[C:5](/[C:4]([O:12][CH3:13])=[O:11])\[CH2:6][C:7]([OH:9])=[O:8])=[CH:24][N:23]=[C:22]1[CH2:28][CH3:29])[C:15]1[CH:16]=[CH:17][CH:18]=[CH:19][CH:20]=1. (5) Given the reactants [CH2:1]([C:4]1[C:5]([O:15][CH3:16])=[CH:6][C:7]2[CH2:12][O:11][C:10](=[O:13])[NH:9][C:8]=2[CH:14]=1)[CH:2]=[CH2:3].[H-].[Na+].I[CH3:20], predict the reaction product. The product is: [CH2:1]([C:4]1[C:5]([O:15][CH3:16])=[CH:6][C:7]2[CH2:12][O:11][C:10](=[O:13])[N:9]([CH3:20])[C:8]=2[CH:14]=1)[CH:2]=[CH2:3].